The task is: Predict the product of the given reaction.. This data is from Forward reaction prediction with 1.9M reactions from USPTO patents (1976-2016). (1) Given the reactants [Cl:1][C:2]1[C:7]([CH:8]=[O:9])=[C:6]([Cl:10])[N:5]=[CH:4][N:3]=1.S(OOS([O-])(=O)=O)([O-])(=O)=[O:12].[K+].[K+], predict the reaction product. The product is: [Cl:1][C:2]1[C:7]([C:8]([OH:12])=[O:9])=[C:6]([Cl:10])[N:5]=[CH:4][N:3]=1. (2) Given the reactants [CH3:1][CH:2]([CH2:18][CH3:19])[CH:3]([C:11]1[CH:16]=[CH:15][C:14]([CH3:17])=[CH:13][CH:12]=1)[C:4]([O:6][C:7]([CH3:10])([CH3:9])[CH3:8])=[O:5].[Br:20]N1C(=O)CCC1=O, predict the reaction product. The product is: [Br:20][CH2:17][C:14]1[CH:15]=[CH:16][C:11]([CH:3]([CH:2]([CH3:1])[CH2:18][CH3:19])[C:4]([O:6][C:7]([CH3:10])([CH3:8])[CH3:9])=[O:5])=[CH:12][CH:13]=1. (3) Given the reactants [C:1]1([S:7]([N:10]2[CH2:14][CH:13]([C:15](O)=[O:16])[N:12]([CH:18]3[CH2:23][CH2:22][CH2:21][CH2:20][CH2:19]3)[C:11]2=[O:24])(=[O:9])=[O:8])[CH:6]=[CH:5][CH:4]=[CH:3][CH:2]=1.[CH3:25][C:26]1[CH:33]=[CH:32][C:29]([C:30]#[N:31])=[C:28]([N:34]2[CH2:39][CH2:38][NH:37][CH2:36][CH2:35]2)[N:27]=1, predict the reaction product. The product is: [C:1]1([S:7]([N:10]2[CH2:14][CH:13]([C:15]([N:37]3[CH2:38][CH2:39][N:34]([C:28]4[N:27]=[C:26]([CH3:25])[CH:33]=[CH:32][C:29]=4[C:30]#[N:31])[CH2:35][CH2:36]3)=[O:16])[N:12]([CH:18]3[CH2:23][CH2:22][CH2:21][CH2:20][CH2:19]3)[C:11]2=[O:24])(=[O:8])=[O:9])[CH:6]=[CH:5][CH:4]=[CH:3][CH:2]=1. (4) Given the reactants [CH3:1][C:2]1([C:12]#[N:13])[CH2:11][CH2:10][C:5]2(OCC[O:6]2)[CH2:4][CH2:3]1.[OH-].[Na+], predict the reaction product. The product is: [CH3:1][C:2]1([C:12]#[N:13])[CH2:11][CH2:10][C:5](=[O:6])[CH2:4][CH2:3]1. (5) Given the reactants C([NH:8][C@H:9]1[CH2:14][CH2:13][N:12]([C:15]([O:17][C:18]([CH3:21])([CH3:20])[CH3:19])=[O:16])[CH2:11][C@H:10]1[F:22])C1C=CC=CC=1, predict the reaction product. The product is: [NH2:8][C@H:9]1[CH2:14][CH2:13][N:12]([C:15]([O:17][C:18]([CH3:20])([CH3:19])[CH3:21])=[O:16])[CH2:11][C@H:10]1[F:22]. (6) The product is: [F:9][C:10]1[CH:11]=[C:12]([CH:42]=[CH:43][CH:44]=1)[CH2:13][O:14][C:15]1[CH:16]=[CH:17][C:18]([O:19][CH:20]2[CH2:25][CH2:24][N:23]([C:26]([O:28][CH:29]3[CH2:34][CH:33]([CH2:35][OH:36])[CH2:32][NH:31][CH2:30]3)=[O:27])[CH2:22][CH2:21]2)=[CH:40][CH:41]=1. Given the reactants [OH-].[Na+].C(O)(=O)C(O)=O.[F:9][C:10]1[CH:11]=[C:12]([CH:42]=[CH:43][CH:44]=1)[CH2:13][O:14][C:15]1[CH:41]=[CH:40][C:18]([O:19][CH:20]2[CH2:25][CH2:24][N:23]([C:26]([O:28][C:29]3[CH:30]=[N:31][CH:32]=[C:33]([CH2:35][O:36]C(=O)C)[CH:34]=3)=[O:27])[CH2:22][CH2:21]2)=[CH:17][CH:16]=1.Cl, predict the reaction product. (7) Given the reactants [C:1]([O:5][C@@H:6]([C:12]1[C:27]([CH3:28])=[CH:26][C:15]2[N:16]=[C:17]([C:19]3[CH:24]=[CH:23][N:22]=[C:21](Cl)[CH:20]=3)[S:18][C:14]=2[C:13]=1[C:29]1[CH:34]=[CH:33][C:32]([Cl:35])=[CH:31][CH:30]=1)[C:7]([O:9][CH2:10][CH3:11])=[O:8])([CH3:4])([CH3:3])[CH3:2].CC1(C)C2C(=C(P(C3C=CC=CC=3)C3C=CC=CC=3)C=CC=2)OC2C(P(C3C=CC=CC=3)C3C=CC=CC=3)=CC=CC1=2.[CH2:78]1[C:86]2[CH:85]=[CH:84][N:83]=[CH:82][C:81]=2[C:80](=[O:87])[NH:79]1.C([O-])([O-])=O.[Cs+].[Cs+], predict the reaction product. The product is: [C:1]([O:5][C@@H:6]([C:12]1[C:27]([CH3:28])=[CH:26][C:15]2[N:16]=[C:17]([C:19]3[CH:24]=[CH:23][N:22]=[C:21]([N:79]4[CH2:78][C:86]5[CH:85]=[CH:84][N:83]=[CH:82][C:81]=5[C:80]4=[O:87])[CH:20]=3)[S:18][C:14]=2[C:13]=1[C:29]1[CH:30]=[CH:31][C:32]([Cl:35])=[CH:33][CH:34]=1)[C:7]([O:9][CH2:10][CH3:11])=[O:8])([CH3:3])([CH3:4])[CH3:2].